From a dataset of Catalyst prediction with 721,799 reactions and 888 catalyst types from USPTO. Predict which catalyst facilitates the given reaction. (1) Reactant: [F:1][C:2]([F:12])([F:11])[C:3]1[CH:8]=[CH:7][N:6]=[C:5]([CH2:9][OH:10])[CH:4]=1.CC(OI1(OC(C)=O)(OC(C)=O)OC(=O)C2C=CC=CC1=2)=O. Product: [F:11][C:2]([F:1])([F:12])[C:3]1[CH:8]=[CH:7][N:6]=[C:5]([CH:9]=[O:10])[CH:4]=1. The catalyst class is: 2. (2) Reactant: C[O:2][C:3]([C:5]1[C:16]2[C:15](=[O:17])[CH:14]3[CH2:18][CH:10]([CH2:11][N:12]([CH2:19][CH:20]=[CH2:21])[CH2:13]3)[C:9]=2[CH:8]=[CH:7][CH:6]=1)=O.[BH4-].[Na+]. The catalyst class is: 8. Product: [CH2:19]([N:12]1[CH2:11][CH:10]2[CH2:18][CH:14]([CH:15]([OH:17])[C:16]3[C:9]2=[CH:8][CH:7]=[CH:6][C:5]=3[CH2:3][OH:2])[CH2:13]1)[CH:20]=[CH2:21].